This data is from Full USPTO retrosynthesis dataset with 1.9M reactions from patents (1976-2016). The task is: Predict the reactants needed to synthesize the given product. (1) Given the product [F:1][C:2]1[CH:7]=[CH:6][C:5]([CH3:8])=[CH:4][C:3]=1[N:9]1[C:17]([OH:25])=[CH:18][C:19]([C:20]([O:22][CH2:23][CH3:24])=[O:21])=[N:10]1, predict the reactants needed to synthesize it. The reactants are: [F:1][C:2]1[CH:7]=[CH:6][C:5]([CH3:8])=[CH:4][C:3]=1[NH:9][NH2:10].C(=O)([O-])[O-].[K+].[K+].[C:17](OCC)(=[O:25])[C:18]#[C:19][C:20]([O:22][CH2:23][CH3:24])=[O:21].Cl. (2) Given the product [Cl:10][CH2:11][CH:12]1[C:20]2[C:19]3[CH:21]=[CH:22][C:23]([S:25]([NH:3][NH:2][C:1]([O:5][C:6]([CH3:9])([CH3:8])[CH3:7])=[O:4])(=[O:26])=[O:27])=[CH:24][C:18]=3[C:17]([N+:29]([O-:31])=[O:30])=[CH:16][C:15]=2[NH:14][CH2:13]1, predict the reactants needed to synthesize it. The reactants are: [C:1]([O:5][C:6]([CH3:9])([CH3:8])[CH3:7])(=[O:4])[NH:2][NH2:3].[Cl:10][CH2:11][CH:12]1[C:20]2[C:19]3[CH:21]=[CH:22][C:23]([S:25](Cl)(=[O:27])=[O:26])=[CH:24][C:18]=3[C:17]([N+:29]([O-:31])=[O:30])=[CH:16][C:15]=2[N:14](C(=O)C(F)(F)F)[CH2:13]1.C([O-])([O-])=O.[Cs+].[Cs+].CO. (3) Given the product [CH2:1]([N:8]1[CH2:9][CH2:10][N:11]([C:14]2[N:15]=[C:18]([Cl:17])[S:21][N:16]=2)[CH2:12][CH2:13]1)[C:2]1[CH:3]=[CH:4][CH:5]=[CH:6][CH:7]=1, predict the reactants needed to synthesize it. The reactants are: [CH2:1]([N:8]1[CH2:13][CH2:12][N:11]([C:14](=[NH:16])[NH2:15])[CH2:10][CH2:9]1)[C:2]1[CH:7]=[CH:6][CH:5]=[CH:4][CH:3]=1.[Cl:17][C:18]([SH:21])(Cl)Cl.[OH-].[Na+]. (4) Given the product [NH2:9][C:8]1[CH:29]=[C:28]([O:27][CH3:26])[CH:32]=[C:33]([O:34][CH3:35])[C:7]=1[C:6]([NH2:5])=[O:22], predict the reactants needed to synthesize it. The reactants are: CCN=C=[N:5][CH2:6][CH2:7][CH2:8][N:9](C)C.Cl.C1C=CC2N([OH:22])N=NC=2C=1.CN1[CH2:29][CH2:28][O:27][CH2:26]C1.N.C1[CH2:35][O:34][CH2:33][CH2:32]1. (5) The reactants are: [Cl:1][C:2]1[CH:7]=[CH:6][C:5]([O:8][C:9]2[CH:14]=[CH:13][C:12]([N+:15]([O-])=O)=[CH:11][N:10]=2)=[CH:4][C:3]=1[NH:18][C:19](=[O:24])[C:20]([F:23])([F:22])[F:21]. Given the product [NH2:15][C:12]1[CH:13]=[CH:14][C:9]([O:8][C:5]2[CH:6]=[CH:7][C:2]([Cl:1])=[C:3]([NH:18][C:19](=[O:24])[C:20]([F:23])([F:21])[F:22])[CH:4]=2)=[N:10][CH:11]=1, predict the reactants needed to synthesize it. (6) Given the product [CH2:1]([N:8]1[C:16]2[C:11](=[CH:12][C:13]([NH:17][C:18]3[CH:27]=[CH:26][C:25]([Cl:28])=[CH:24][C:19]=3[C:20]([OH:22])=[O:21])=[CH:14][CH:15]=2)[CH:10]=[CH:9]1)[C:2]1[CH:3]=[CH:4][CH:5]=[CH:6][CH:7]=1, predict the reactants needed to synthesize it. The reactants are: [CH2:1]([N:8]1[C:16]2[C:11](=[CH:12][C:13]([NH:17][C:18]3[CH:27]=[CH:26][C:25]([Cl:28])=[CH:24][C:19]=3[C:20]([O:22]C)=[O:21])=[CH:14][CH:15]=2)[CH:10]=[CH:9]1)[C:2]1[CH:7]=[CH:6][CH:5]=[CH:4][CH:3]=1.[OH-].[Na+].O.Cl. (7) The reactants are: [Cl:1][C:2]1[CH:8]=[CH:7][C:5]([NH2:6])=[CH:4][C:3]=1[C:9]1[CH:14]=[CH:13][CH:12]=[CH:11][N:10]=1.[CH3:15][S:16]([C:19]1[S:23][C:22]([C:24](O)=[O:25])=[CH:21][CH:20]=1)(=[O:18])=[O:17]. Given the product [Cl:1][C:2]1[CH:8]=[CH:7][C:5]([NH:6][C:24]([C:22]2[S:23][C:19]([S:16]([CH3:15])(=[O:18])=[O:17])=[CH:20][CH:21]=2)=[O:25])=[CH:4][C:3]=1[C:9]1[CH:14]=[CH:13][CH:12]=[CH:11][N:10]=1, predict the reactants needed to synthesize it. (8) Given the product [CH3:34][N:35]([CH2:1][C:3]1[C:11]2[O:10][N:9]=[C:8]([CH2:12][CH2:13][CH:14]3[CH2:19][CH2:18][N:17]([C:20]([O:22][C:23]([CH3:26])([CH3:24])[CH3:25])=[O:21])[CH2:16][CH2:15]3)[C:7]=2[CH:6]=[CH:5][C:4]=1[O:27][C:28]1[CH:33]=[CH:32][CH:31]=[CH:30][N:29]=1)[CH3:36], predict the reactants needed to synthesize it. The reactants are: [CH:1]([C:3]1[C:11]2[O:10][N:9]=[C:8]([CH2:12][CH2:13][CH:14]3[CH2:19][CH2:18][N:17]([C:20]([O:22][C:23]([CH3:26])([CH3:25])[CH3:24])=[O:21])[CH2:16][CH2:15]3)[C:7]=2[CH:6]=[CH:5][C:4]=1[O:27][C:28]1[CH:33]=[CH:32][CH:31]=[CH:30][N:29]=1)=O.[CH3:34][NH:35][CH3:36].C(O[BH-](OC(=O)C)OC(=O)C)(=O)C.[Na+].C(=O)(O)[O-].[Na+].C(=O)([O-])[O-].[Na+].[Na+].